Dataset: Forward reaction prediction with 1.9M reactions from USPTO patents (1976-2016). Task: Predict the product of the given reaction. (1) Given the reactants [H-].[H-].[H-].[H-].[Li+].[Al+3].[CH2:7]([N:14]1[C:21](=O)[CH2:20][CH:19]2[CH2:23][CH:15]1[CH2:16][C:17]1[CH:27]=[CH:26][CH:25]=[N:24][C:18]=12)[C:8]1[CH:13]=[CH:12][CH:11]=[CH:10][CH:9]=1, predict the reaction product. The product is: [CH2:7]([N:14]1[CH2:21][CH2:20][CH:19]2[CH2:23][CH:15]1[CH2:16][C:17]1[CH:27]=[CH:26][CH:25]=[N:24][C:18]=12)[C:8]1[CH:13]=[CH:12][CH:11]=[CH:10][CH:9]=1. (2) The product is: [Cl:30][C:20]1[N:21]=[C:22]([S:26][CH2:27][CH2:28][CH3:29])[N:23]=[C:24]([NH:6][C:5]2[CH:7]=[CH:8][C:2]([Cl:1])=[CH:3][CH:4]=2)[C:19]=1[NH2:18]. Given the reactants [Cl:1][C:2]1[CH:8]=[CH:7][C:5]([NH2:6])=[CH:4][CH:3]=1.C(N(CC)C(C)C)(C)C.[NH2:18][C:19]1[C:20]([Cl:30])=[N:21][C:22]([S:26][CH2:27][CH2:28][CH3:29])=[N:23][C:24]=1Cl, predict the reaction product. (3) Given the reactants [CH2:1]([C:3]([C:21]1[CH:34]=[CH:33][C:24]([O:25][CH2:26][C@@H:27]2[O:31][C:30](=[O:32])[CH2:29][CH2:28]2)=[C:23]([CH3:35])[CH:22]=1)([C:6]1[CH:11]=[CH:10][C:9]([CH2:12][CH2:13][CH:14]([OH:19])[C:15]2([CH3:18])[CH2:17][CH2:16]2)=[C:8]([CH3:20])[CH:7]=1)[CH2:4][CH3:5])[CH3:2].C[OH:37], predict the reaction product. The product is: [CH2:1]([C:3]([C:21]1[CH:34]=[CH:33][C:24]([O:25][CH2:26][C@H:27]([OH:37])[CH2:28][CH2:29][C:30]([OH:31])=[O:32])=[C:23]([CH3:35])[CH:22]=1)([C:6]1[CH:11]=[CH:10][C:9]([CH2:12][CH2:13][CH:14]([OH:19])[C:15]2([CH3:18])[CH2:16][CH2:17]2)=[C:8]([CH3:20])[CH:7]=1)[CH2:4][CH3:5])[CH3:2]. (4) Given the reactants [NH2:1][CH2:2][CH2:3][NH:4][C:5]([C:7]1[N:15]=[C:14]2[C:10]([N:11]=[CH:12][N:13]2[C@@H:16]2[CH2:20][C@H:19]([NH:21][C:22](=[O:25])[CH2:23][CH3:24])[C@@H:18]([OH:26])[C@H:17]2[OH:27])=[C:9]([NH:28][CH2:29][CH:30]([C:37]2[CH:42]=[CH:41][CH:40]=[CH:39][CH:38]=2)[C:31]2[CH:36]=[CH:35][CH:34]=[CH:33][CH:32]=2)[N:8]=1)=[O:6].[S:43](Cl)([CH3:46])(=[O:45])=[O:44], predict the reaction product. The product is: [CH3:46][S:43]([NH:1][CH2:2][CH2:3][NH:4][C:5]([C:7]1[N:15]=[C:14]2[C:10]([N:11]=[CH:12][N:13]2[C@@H:16]2[CH2:20][C@H:19]([NH:21][C:22](=[O:25])[CH2:23][CH3:24])[C@@H:18]([OH:26])[C@H:17]2[OH:27])=[C:9]([NH:28][CH2:29][CH:30]([C:37]2[CH:42]=[CH:41][CH:40]=[CH:39][CH:38]=2)[C:31]2[CH:36]=[CH:35][CH:34]=[CH:33][CH:32]=2)[N:8]=1)=[O:6])(=[O:45])=[O:44]. (5) Given the reactants Cl.[CH3:2][C@@:3]1([C:8]([OH:10])=[O:9])[CH2:7][CH2:6][CH2:5][NH:4]1.CC#N.O.[CH3:15][C:16]([O:19][C:20](O[C:20]([O:19][C:16]([CH3:18])([CH3:17])[CH3:15])=[O:21])=[O:21])([CH3:18])[CH3:17], predict the reaction product. The product is: [C:16]([O:19][C:20]([N:4]1[CH2:5][CH2:6][CH2:7][C@@:3]1([CH3:2])[C:8]([OH:10])=[O:9])=[O:21])([CH3:18])([CH3:17])[CH3:15]. (6) The product is: [Cl:25][C:18]1[N:19]=[CH:20][C:21]2[NH:22][C:4](=[O:3])[C:5]([F:27])([F:26])[CH2:6][N:7]([CH2:8][CH2:9][C:10]3[CH:15]=[CH:14][CH:13]=[CH:12][CH:11]=3)[C:16]=2[N:17]=1. Given the reactants C([O:3][C:4](=O)[C:5]([F:27])([F:26])[CH2:6][N:7]([C:16]1[C:21]([N+:22]([O-])=O)=[CH:20][N:19]=[C:18]([Cl:25])[N:17]=1)[CH2:8][CH2:9][C:10]1[CH:15]=[CH:14][CH:13]=[CH:12][CH:11]=1)C, predict the reaction product. (7) The product is: [ClH:1].[Cl:1][C:2]1[CH:3]=[C:4]([C:8]2[N:13]=[C:12]3[CH2:14][CH2:15][CH2:16][C:11]3=[C:10]([NH:17][C:18]3[CH:23]=[CH:22][C:21]([CH2:24][CH2:25][OH:26])=[C:20]([F:30])[CH:19]=3)[CH:9]=2)[CH:5]=[CH:6][CH:7]=1. Given the reactants [Cl:1][C:2]1[CH:3]=[C:4]([C:8]2[N:13]=[C:12]3[CH2:14][CH2:15][CH2:16][C:11]3=[C:10]([NH:17][C:18]3[CH:23]=[CH:22][C:21]([CH2:24][C:25](OCC)=[O:26])=[C:20]([F:30])[CH:19]=3)[CH:9]=2)[CH:5]=[CH:6][CH:7]=1, predict the reaction product. (8) Given the reactants [CH3:1][N:2]([S:29]([C:32]1[CH:37]=[CH:36][CH:35]=[CH:34][N:33]=1)(=[O:31])=[O:30])[C:3]1[CH:4]=[C:5]([O:24][CH2:25][C:26]([NH2:28])=[O:27])[CH:6]=[C:7]2[C:11]=1[NH:10][C:9]([C:12]1[S:13][CH:14]([CH2:17][N:18]3[CH2:23][CH2:22][S:21][CH2:20][CH2:19]3)[CH2:15][N:16]=1)=[CH:8]2.O.[OH:39]OS([O-])=O.[K+].S([O-])([O-])(=O)=S.[Na+].[Na+], predict the reaction product. The product is: [CH3:1][N:2]([S:29]([C:32]1[CH:37]=[CH:36][CH:35]=[CH:34][N:33]=1)(=[O:31])=[O:30])[C:3]1[CH:4]=[C:5]([O:24][CH2:25][C:26]([NH2:28])=[O:27])[CH:6]=[C:7]2[C:11]=1[NH:10][C:9]([C:12]1[S:13][CH:14]([CH2:17][N:18]3[CH2:23][CH2:22][S:21](=[O:39])[CH2:20][CH2:19]3)[CH2:15][N:16]=1)=[CH:8]2. (9) Given the reactants [NH2:1][OH:2].C1COCC1.[N:8]1([C:14]([C:16]2[CH:17]=[C:18]([S:21](Cl)(=[O:23])=[O:22])[S:19][CH:20]=2)=[O:15])[CH2:13][CH2:12][O:11][CH2:10][CH2:9]1, predict the reaction product. The product is: [OH:2][NH:1][S:21]([C:18]1[S:19][CH:20]=[C:16]([C:14]([N:8]2[CH2:13][CH2:12][O:11][CH2:10][CH2:9]2)=[O:15])[CH:17]=1)(=[O:23])=[O:22]. (10) Given the reactants Br[C:2]1[CH:7]=[CH:6][CH:5]=[C:4]([Br:8])[N:3]=1.[C:9]1([OH:15])[CH:14]=[CH:13][CH:12]=[CH:11][CH:10]=1.CC(C)([O-])C.[K+], predict the reaction product. The product is: [Br:8][C:4]1[CH:5]=[CH:6][CH:7]=[C:2]([O:15][C:9]2[CH:14]=[CH:13][CH:12]=[CH:11][CH:10]=2)[N:3]=1.